Dataset: Forward reaction prediction with 1.9M reactions from USPTO patents (1976-2016). Task: Predict the product of the given reaction. (1) Given the reactants C1(P(C2C=CC=CC=2)C2C=CC=CC=2)C=CC=CC=1.[CH2:20]([O:27][C:28]1[CH:29]=[C:30]([OH:34])[CH:31]=[CH:32][CH:33]=1)[C:21]1[CH:26]=[CH:25][CH:24]=[CH:23][CH:22]=1.N(C(OC(C)C)=O)=NC(OC(C)C)=O.O[CH2:50][C@@H:51]1[CH2:55][CH2:54][CH2:53][N:52]1[C:56]([O:58][CH2:59][C:60]1[CH:65]=[CH:64][CH:63]=[CH:62][CH:61]=1)=[O:57], predict the reaction product. The product is: [CH2:20]([O:27][C:28]1[CH:29]=[C:30]([CH:31]=[CH:32][CH:33]=1)[O:34][CH2:50][C@@H:51]1[CH2:55][CH2:54][CH2:53][N:52]1[C:56]([O:58][CH2:59][C:60]1[CH:65]=[CH:64][CH:63]=[CH:62][CH:61]=1)=[O:57])[C:21]1[CH:22]=[CH:23][CH:24]=[CH:25][CH:26]=1. (2) Given the reactants [C:1]([N:4]([CH2:21][C:22](OCC)=[O:23])[C:5]1[CH:10]=[CH:9][C:8]([O:11][C:12]2[CH:17]=[CH:16][C:15]([N+:18]([O-:20])=[O:19])=[CH:14][N:13]=2)=[CH:7][CH:6]=1)(=[O:3])[CH3:2].[OH-].[Na+].Cl.[CH2:30]([N:40]1[CH2:45][CH2:44][NH:43][CH2:42][CH2:41]1)[C:31]1[CH:39]=[CH:38][C:37]2[O:36][CH2:35][O:34][C:33]=2[CH:32]=1.C(N(CC)CC)C.C(P(=O)(OCC)OCC)#N, predict the reaction product. The product is: [N+:18]([C:15]1[CH:16]=[CH:17][C:12]([O:11][C:8]2[CH:9]=[CH:10][C:5]([N:4]([CH2:21][C:22]([N:43]3[CH2:44][CH2:45][N:40]([CH2:30][C:31]4[CH:39]=[CH:38][C:37]5[O:36][CH2:35][O:34][C:33]=5[CH:32]=4)[CH2:41][CH2:42]3)=[O:23])[C:1](=[O:3])[CH3:2])=[CH:6][CH:7]=2)=[N:13][CH:14]=1)([O-:20])=[O:19]. (3) Given the reactants [N+:1]([C:4]1[CH:9]=[CH:8][C:7]([S:10][CH2:11][C:12]2[N:16]([CH2:17][CH2:18][CH3:19])[C:15](=[O:20])[NH:14][N:13]=2)=[CH:6][CH:5]=1)([O-])=O.[Cl-].[Ca+2].[Cl-], predict the reaction product. The product is: [CH2:17]([N:16]1[C:15](=[O:20])[NH:14][N:13]=[C:12]1[CH2:11][S:10][C:7]1[CH:6]=[CH:5][C:4]([NH2:1])=[CH:9][CH:8]=1)[CH2:18][CH3:19].